This data is from Reaction yield outcomes from USPTO patents with 853,638 reactions. The task is: Predict the reaction yield, written as a fraction of the theoretical maximum amount of product (1.0 means a 100% yield; for example, 0.34 means a 34% yield). (1) The reactants are Br[C:2]1[CH:7]=[C:6]([F:8])[CH:5]=[CH:4][C:3]=1[O:9][CH3:10].CC1(C)C(C)(C)OB([C:19]2[CH2:20][CH2:21][N:22]([C:25]([O:27][C:28]([CH3:31])([CH3:30])[CH3:29])=[O:26])[CH2:23][CH:24]=2)O1. No catalyst specified. The product is [C:28]([O:27][C:25]([N:22]1[CH2:21][CH:20]=[C:19]([C:2]2[CH:7]=[C:6]([F:8])[CH:5]=[CH:4][C:3]=2[O:9][CH3:10])[CH2:24][CH2:23]1)=[O:26])([CH3:31])([CH3:29])[CH3:30]. The yield is 1.00. (2) The reactants are [CH:1]([N:4]1[CH2:9][CH2:8][CH:7]([NH:10][C:11]2[CH:18]=[CH:17][C:16]([O:19][CH3:20])=[CH:15][C:12]=2[CH:13]=O)[CH2:6][CH2:5]1)([CH3:3])[CH3:2].[NH2:21][C:22]1[CH:30]=[C:29]([O:31][CH3:32])[CH:28]=[C:27]([O:33][CH3:34])[C:23]=1[C:24]([NH2:26])=[O:25].S(=O)(O)[O-].[Na+]. The catalyst is CN(C)C(=O)C. The product is [CH:1]([N:4]1[CH2:9][CH2:8][CH:7]([NH:10][C:11]2[CH:18]=[CH:17][C:16]([O:19][CH3:20])=[CH:15][C:12]=2[C:13]2[NH:26][C:24](=[O:25])[C:23]3[C:22](=[CH:30][C:29]([O:31][CH3:32])=[CH:28][C:27]=3[O:33][CH3:34])[N:21]=2)[CH2:6][CH2:5]1)([CH3:3])[CH3:2]. The yield is 0.0300. (3) The reactants are [Cl:1][C:2]1[CH:3]=[C:4]([C:8]2[C:17]3[C:12](=[CH:13][CH:14]=[C:15]([C:18]([C:26]4[CH:31]=[CH:30][C:29]([Cl:32])=[CH:28][N:27]=4)(O)[C:19]4[N:20]([CH3:24])[CH:21]=[N:22][CH:23]=4)[CH:16]=3)[N:11]([CH2:33][CH:34]3[CH2:36][CH2:35]3)[C:10](=[O:37])[CH:9]=2)[CH:5]=[CH:6][CH:7]=1.ClC1C=C(C2C3C(=CC=C(C(C4C=NC(Cl)=CC=4)(O)C4N(C)C=NC=4)C=3)[N:48](C)C(=O)C=2)C=CC=1. No catalyst specified. The product is [NH2:48][C:18]([C:26]1[CH:31]=[CH:30][C:29]([Cl:32])=[CH:28][N:27]=1)([C:19]1[N:20]([CH3:24])[CH:21]=[N:22][CH:23]=1)[C:15]1[CH:16]=[C:17]2[C:12](=[CH:13][CH:14]=1)[N:11]([CH2:33][CH:34]1[CH2:36][CH2:35]1)[C:10](=[O:37])[CH:9]=[C:8]2[C:4]1[CH:5]=[CH:6][CH:7]=[C:2]([Cl:1])[CH:3]=1. The yield is 0.430. (4) The reactants are [CH3:1][O:2][C:3]([CH:5]1[CH2:14][C:13]2[C:8](=[CH:9][C:10]([N+:15]([O-:17])=[O:16])=[CH:11][CH:12]=2)[CH2:7][NH:6]1)=[O:4].C(C1C(=O)C(Cl)=C(Cl)C(=O)C=1C#N)#N. The catalyst is O1CCOCC1. The product is [CH3:1][O:2][C:3]([C:5]1[N:6]=[CH:7][C:8]2[C:13]([CH:14]=1)=[CH:12][CH:11]=[C:10]([N+:15]([O-:17])=[O:16])[CH:9]=2)=[O:4]. The yield is 0.710. (5) The reactants are [Br:1][C:2]1[CH:3]=[C:4]2[C:9](=[CH:10][CH:11]=1)[O:8][CH:7]([C:12]1[CH:17]=[CH:16][CH:15]=[CH:14][CH:13]=1)[CH2:6][C:5]2=O.[CH3:19][C:20]([S:23]([NH2:26])(=O)=[O:24])([CH3:22])[CH3:21]. The catalyst is C1COCC1.[Cl-].[Na+].O. The product is [Br:1][C:2]1[CH:3]=[C:4]2[C:9](=[CH:10][CH:11]=1)[O:8][CH:7]([C:12]1[CH:17]=[CH:16][CH:15]=[CH:14][CH:13]=1)[CH2:6][C:5]2=[N:26][S:23]([C:20]([CH3:22])([CH3:21])[CH3:19])=[O:24]. The yield is 0.390. (6) The reactants are [Cl:1][C:2]1[C:3]([CH3:12])=[CH:4][C:5]([F:11])=[C:6]([CH:10]=1)[C:7](O)=[O:8].[CH3:13][S:14]([NH2:17])(=[O:16])=[O:15].Cl.CN(C)CCCN=C=NCC. The catalyst is C(Cl)Cl.CN(C)C1C=CN=CC=1. The product is [Cl:1][C:2]1[C:3]([CH3:12])=[CH:4][C:5]([F:11])=[C:6]([CH:10]=1)[C:7]([NH:17][S:14]([CH3:13])(=[O:16])=[O:15])=[O:8]. The yield is 0.450. (7) The reactants are Br[CH:2]1[CH2:8][CH2:7][CH2:6][C:5]2[CH:9]=[C:10]([N:13]3[CH2:17][C@H:16]([CH2:18][NH:19][C:20](=[O:22])[CH3:21])[O:15][C:14]3=[O:23])[CH:11]=[CH:12][C:4]=2[C:3]1=O.[CH:25]([NH:28][C:29](=S)[NH:30][NH2:31])([CH3:27])[CH3:26]. No catalyst specified. The product is [CH:25]([NH:28][C:29]1[C:2]2[CH2:8][CH2:7][CH2:6][C:5]3[CH:9]=[C:10]([N:13]4[CH2:17][C@H:16]([CH2:18][NH:19][C:20](=[O:22])[CH3:21])[O:15][C:14]4=[O:23])[CH:11]=[CH:12][C:4]=3[C:3]=2[NH:31][N:30]=1)([CH3:27])[CH3:26]. The yield is 0.180. (8) The reactants are CC1C=CC(S(O[CH2:12][C@@H:13]2[CH2:17][CH2:16][CH2:15][N:14]2[S:18]([C:21]2[CH:29]=[CH:28][C:27]3[N:26]4[CH2:30][C:31]([CH3:35])([CH3:34])[CH2:32][N:33]=[C:25]4[C:24]4([O:40]CCCO4)[C:23]=3[CH:22]=2)(=[O:20])=[O:19])(=O)=O)=CC=1.[CH:41]1([NH2:47])[CH2:46][CH2:45][CH2:44][CH2:43][CH2:42]1. The catalyst is C1COCC1. The product is [CH:41]1([NH:47][CH2:12][C@@H:13]2[CH2:17][CH2:16][CH2:15][N:14]2[S:18]([C:21]2[CH:29]=[CH:28][C:27]3[N:26]4[CH2:30][C:31]([CH3:34])([CH3:35])[CH2:32][N:33]=[C:25]4[C:24](=[O:40])[C:23]=3[CH:22]=2)(=[O:19])=[O:20])[CH2:46][CH2:45][CH2:44][CH2:43][CH2:42]1. The yield is 0.460. (9) The catalyst is O1CCOCC1. The reactants are [CH2:1]([O:8][C:9]([C:11]1[C:19]2[C:14](=[CH:15][CH:16]=[C:17]([CH2:20][CH2:21]OS(C)(=O)=O)[CH:18]=2)[NH:13][C:12]=1[CH3:27])=[O:10])[C:2]1[CH:7]=[CH:6][CH:5]=[CH:4][CH:3]=1.[NH:28]1[CH2:32][CH2:31][CH2:30][CH2:29]1. The yield is 0.910. The product is [CH2:1]([O:8][C:9]([C:11]1[C:19]2[C:14](=[CH:15][CH:16]=[C:17]([CH2:20][CH2:21][N:28]3[CH2:32][CH2:31][CH2:30][CH2:29]3)[CH:18]=2)[NH:13][C:12]=1[CH3:27])=[O:10])[C:2]1[CH:7]=[CH:6][CH:5]=[CH:4][CH:3]=1. (10) The reactants are [CH3:1][O:2][C:3]([C@@H:5]1[CH2:9][C@@H:8]([OH:10])[CH2:7][N:6]1[C:11]([O:13][C:14]([CH3:17])([CH3:16])[CH3:15])=[O:12])=[O:4].CI.[CH:20]([N-]C(C)C)(C)C.[Li+]. The catalyst is O1CCCC1. The product is [CH3:1][O:2][C:3]([C@:5]1([CH3:20])[CH2:9][C@@H:8]([OH:10])[CH2:7][N:6]1[C:11]([O:13][C:14]([CH3:17])([CH3:16])[CH3:15])=[O:12])=[O:4].[CH3:1][O:2][C:3]([C@@:5]1([CH3:20])[CH2:9][C@@H:8]([OH:10])[CH2:7][N:6]1[C:11]([O:13][C:14]([CH3:17])([CH3:16])[CH3:15])=[O:12])=[O:4]. The yield is 0.377.